The task is: Regression. Given two drug SMILES strings and cell line genomic features, predict the synergy score measuring deviation from expected non-interaction effect.. This data is from NCI-60 drug combinations with 297,098 pairs across 59 cell lines. (1) Drug 1: CN(CCCl)CCCl.Cl. Drug 2: C1=NNC2=C1C(=O)NC=N2. Cell line: UACC62. Synergy scores: CSS=30.1, Synergy_ZIP=-8.97, Synergy_Bliss=-2.01, Synergy_Loewe=-7.31, Synergy_HSA=-0.0179. (2) Drug 1: CN(C)N=NC1=C(NC=N1)C(=O)N. Drug 2: CC(C)NC(=O)C1=CC=C(C=C1)CNNC.Cl. Cell line: SK-OV-3. Synergy scores: CSS=3.77, Synergy_ZIP=-1.13, Synergy_Bliss=0.908, Synergy_Loewe=-1.93, Synergy_HSA=-0.706. (3) Drug 1: CCC1(CC2CC(C3=C(CCN(C2)C1)C4=CC=CC=C4N3)(C5=C(C=C6C(=C5)C78CCN9C7C(C=CC9)(C(C(C8N6C=O)(C(=O)OC)O)OC(=O)C)CC)OC)C(=O)OC)O.OS(=O)(=O)O. Cell line: SF-268. Drug 2: C1CN(P(=O)(OC1)NCCCl)CCCl. Synergy scores: CSS=0.773, Synergy_ZIP=-2.17, Synergy_Bliss=-0.594, Synergy_Loewe=-2.88, Synergy_HSA=-2.87.